Dataset: Forward reaction prediction with 1.9M reactions from USPTO patents (1976-2016). Task: Predict the product of the given reaction. (1) Given the reactants O=[C:2]([CH2:8][C:9](=O)[C:10]1[CH:15]=[CH:14][CH:13]=[CH:12][CH:11]=1)[C:3]([O:5][CH2:6][CH3:7])=[O:4].O.[NH2:18][NH2:19], predict the reaction product. The product is: [C:10]1([C:9]2[NH:19][N:18]=[C:2]([C:3]([O:5][CH2:6][CH3:7])=[O:4])[CH:8]=2)[CH:15]=[CH:14][CH:13]=[CH:12][CH:11]=1. (2) Given the reactants [CH:1]12[CH2:7][CH:4]([CH2:5][CH2:6]1)[CH2:3][C:2]2=[O:8].C([N-]C(C)C)(C)C.[Li+].[CH:17]1([C:20]2[N:24]([C:25]([O:27][C:28]([CH3:31])([CH3:30])[CH3:29])=[O:26])[C:23]3[CH:32]=[C:33]([C:38]4[C:39]([CH3:44])=[N:40][O:41][C:42]=4[CH3:43])[CH:34]=[C:35]([CH:36]=[O:37])[C:22]=3[N:21]=2)[CH2:19][CH2:18]1, predict the reaction product. The product is: [CH:17]1([C:20]2[N:24]([C:25]([O:27][C:28]([CH3:31])([CH3:30])[CH3:29])=[O:26])[C:23]3[CH:32]=[C:33]([C:38]4[C:39]([CH3:44])=[N:40][O:41][C:42]=4[CH3:43])[CH:34]=[C:35]([CH:36]([OH:37])[CH:3]4[C:2](=[O:8])[CH:1]5[CH2:7][CH:4]4[CH2:5][CH2:6]5)[C:22]=3[N:21]=2)[CH2:18][CH2:19]1. (3) Given the reactants [Cl:1][C:2]1[C:3]([NH:26][C:27]2[CH:32]=[CH:31][C:30]([P:33]([CH3:36])([CH3:35])=[O:34])=[CH:29][C:28]=2[S:37]([CH:40]([CH3:42])[CH3:41])(=[O:39])=[O:38])=[N:4][C:5]([NH:8]C2OC(N3CCN(C4C=CC=CN=4)CC3)=NN=2)=[N:6][CH:7]=1.[CH2:43](N)[C:44]1[CH:49]=[CH:48][CH:47]=[CH:46][CH:45]=1, predict the reaction product. The product is: [CH2:43]([NH:8][C:5]1[N:4]=[C:3]([NH:26][C:27]2[CH:32]=[CH:31][C:30]([P:33]([CH3:36])([CH3:35])=[O:34])=[CH:29][C:28]=2[S:37]([CH:40]([CH3:41])[CH3:42])(=[O:39])=[O:38])[C:2]([Cl:1])=[CH:7][N:6]=1)[C:44]1[CH:49]=[CH:48][CH:47]=[CH:46][CH:45]=1.